Task: Predict the product of the given reaction.. Dataset: Forward reaction prediction with 1.9M reactions from USPTO patents (1976-2016) (1) Given the reactants [F:1][C:2]1[C:7]2[N:8]([CH2:36][CH2:37][CH2:38][CH2:39][O:40][CH3:41])[C:9]([C:11]([N:13]([CH2:32][CH:33]([CH3:35])[CH3:34])[C@H:14]3[CH2:19][C@@H:18]([C:20]4[NH:24][CH:23]=[N:22][N:21]=4)[CH2:17][N:16](C(OC(C)(C)C)=O)[CH2:15]3)=[O:12])=[N:10][C:6]=2[CH:5]=[CH:4][CH:3]=1.C(OCC)(=O)C.[ClH:48], predict the reaction product. The product is: [ClH:48].[ClH:48].[F:1][C:2]1[C:7]2[N:8]([CH2:36][CH2:37][CH2:38][CH2:39][O:40][CH3:41])[C:9]([C:11]([N:13]([CH2:32][CH:33]([CH3:34])[CH3:35])[C@H:14]3[CH2:19][C@@H:18]([C:20]4[NH:24][CH:23]=[N:22][N:21]=4)[CH2:17][NH:16][CH2:15]3)=[O:12])=[N:10][C:6]=2[CH:5]=[CH:4][CH:3]=1. (2) Given the reactants [H-].[Na+].[CH2:3]([OH:10])[C:4]1[CH:9]=[CH:8][CH:7]=[CH:6][CH:5]=1.Cl[C:12]1[CH:17]=[C:16]([CH3:18])[N:15]=[CH:14][N:13]=1, predict the reaction product. The product is: [CH2:3]([O:10][C:12]1[CH:17]=[C:16]([CH3:18])[N:15]=[CH:14][N:13]=1)[C:4]1[CH:9]=[CH:8][CH:7]=[CH:6][CH:5]=1. (3) Given the reactants [CH2:1]([CH:3]([C:6]1[C:7]2[N:8]([C:13](I)=[C:14]([CH3:16])[N:15]=2)[N:9]=[C:10]([CH3:12])[CH:11]=1)[CH2:4][CH3:5])[CH3:2].[Br-].[CH3:19][C:20]1[CH:24]=[CH:23][S:22][C:21]=1[Zn+].C1COCC1, predict the reaction product. The product is: [CH2:1]([CH:3]([C:6]1[C:7]2[N:8]([C:13]([C:21]3[S:22][CH:23]=[CH:24][C:20]=3[CH3:19])=[C:14]([CH3:16])[N:15]=2)[N:9]=[C:10]([CH3:12])[CH:11]=1)[CH2:4][CH3:5])[CH3:2]. (4) Given the reactants [C:1]1([CH3:11])[CH:6]=[CH:5][C:4]([S:7](Cl)(=[O:9])=[O:8])=[CH:3][CH:2]=1.[Cl:12][C:13]1[N:18]=[C:17]([N:19]([C:27]([O:29][C:30]([CH3:33])([CH3:32])[CH3:31])=[O:28])[C:20]([O:22][C:23]([CH3:26])([CH3:25])[CH3:24])=[O:21])[N:16]=[C:15]2[N:34]([CH2:42][C:43]3[C:48]([CH3:49])=[C:47]([O:50][CH3:51])[C:46]([CH3:52])=[CH:45][N:44]=3)[N:35]=[C:36]([CH2:37][CH:38]([C:40]#[N:41])[OH:39])[C:14]=12.ClCCl.C(N(CC)CC)C, predict the reaction product. The product is: [CH3:11][C:1]1[CH:6]=[CH:5][C:4]([S:7]([O:39][CH:38]([C:40]#[N:41])[CH2:37][C:36]2[C:14]3[C:15](=[N:16][C:17]([N:19]([C:27]([O:29][C:30]([CH3:33])([CH3:32])[CH3:31])=[O:28])[C:20]([O:22][C:23]([CH3:24])([CH3:25])[CH3:26])=[O:21])=[N:18][C:13]=3[Cl:12])[N:34]([CH2:42][C:43]3[C:48]([CH3:49])=[C:47]([O:50][CH3:51])[C:46]([CH3:52])=[CH:45][N:44]=3)[N:35]=2)(=[O:9])=[O:8])=[CH:3][CH:2]=1. (5) Given the reactants [N+:1]([C:4]1[CH:9]=[CH:8][C:7]([C:10]2[NH:11][C:12]([C:15]3[CH:23]=[CH:22][C:18]([C:19](N)=[O:20])=[CH:17][CH:16]=3)=[CH:13][N:14]=2)=[CH:6][CH:5]=1)([O-:3])=[O:2].Cl.[CH3:25][OH:26], predict the reaction product. The product is: [N+:1]([C:4]1[CH:9]=[CH:8][C:7]([C:10]2[NH:11][C:12]([C:15]3[CH:23]=[CH:22][C:18]([C:19]([O:26][CH3:25])=[O:20])=[CH:17][CH:16]=3)=[CH:13][N:14]=2)=[CH:6][CH:5]=1)([O-:3])=[O:2]. (6) Given the reactants [Br:1][C:2]1[N:6]=[C:5](Cl)[S:4][N:3]=1.[NH:8]1[CH2:13][CH2:12][CH:11]([NH:14][C:15](=[O:21])[O:16][CH2:17][CH:18]([CH3:20])[CH3:19])[CH2:10][CH2:9]1.CN(C=O)C, predict the reaction product. The product is: [Br:1][C:2]1[N:6]=[C:5]([N:8]2[CH2:9][CH2:10][CH:11]([NH:14][C:15](=[O:21])[O:16][CH2:17][CH:18]([CH3:19])[CH3:20])[CH2:12][CH2:13]2)[S:4][N:3]=1.